Dataset: Forward reaction prediction with 1.9M reactions from USPTO patents (1976-2016). Task: Predict the product of the given reaction. (1) Given the reactants [Cl:1][C:2]1[N:3]=[CH:4][C:5]2[N:10]=[C:9]([C:11]3[CH:16]=[C:15]([CH3:17])[C:14]([O:18]C)=[C:13]([CH3:20])[CH:12]=3)[O:8][C:6]=2[N:7]=1.B(Br)(Br)Br.[Na], predict the reaction product. The product is: [Cl:1][C:2]1[N:3]=[CH:4][C:5]2[N:10]=[C:9]([C:11]3[CH:12]=[C:13]([CH3:20])[C:14]([OH:18])=[C:15]([CH3:17])[CH:16]=3)[O:8][C:6]=2[N:7]=1. (2) Given the reactants BrC1C=CC(O)=C(C2C=[CH:16][C:15]3[C:10](=[CH:11][CH:12]=[C:13]([C:18]4[N:22]([CH:23]5[CH2:28][CH2:27][CH2:26][CH2:25][CH2:24]5)[C:21]5[CH:29]=[CH:30][C:31]([C:33]([OH:35])=[O:34])=[CH:32][C:20]=5[N:19]=4)[CH:14]=3)[N:9]=2)C=1.C(OC(C1C=CC2N(C3CCCCC3)C(C3C=CC(N)=C(C=O)C=3)=NC=2C=1)=O)C.[Br:66][C:67]1[C:75]2[O:74][C:73]([C:76](=O)[CH3:77])=[CH:72][C:71]=2[CH:70]=[C:69]([O:79][CH3:80])[CH:68]=1.[OH-].[K+], predict the reaction product. The product is: [Br:66][C:67]1[C:75]2[O:74][C:73]([C:76]3[CH:77]=[CH:16][C:15]4[C:10](=[CH:11][CH:12]=[C:13]([C:18]5[N:22]([CH:23]6[CH2:24][CH2:25][CH2:26][CH2:27][CH2:28]6)[C:21]6[CH:29]=[CH:30][C:31]([C:33]([OH:35])=[O:34])=[CH:32][C:20]=6[N:19]=5)[CH:14]=4)[N:9]=3)=[CH:72][C:71]=2[CH:70]=[C:69]([O:79][CH3:80])[CH:68]=1. (3) The product is: [C:4]([C:6]1[CH:7]=[C:8]([CH:19]=[CH:20][CH:21]=1)[O:9][C:10]1[CH:11]=[CH:12][C:13]([N+:16]([O-:18])=[O:17])=[CH:14][CH:15]=1)([OH:5])=[O:3]. Given the reactants C([O:3][C:4]([C:6]1[CH:7]=[C:8]([CH:19]=[CH:20][CH:21]=1)[O:9][C:10]1[CH:15]=[CH:14][C:13]([N+:16]([O-:18])=[O:17])=[CH:12][CH:11]=1)=[O:5])C.C1COCC1.O.O[Li].O, predict the reaction product. (4) The product is: [C:12]([C:14]1[C:19]2[N:20]=[C:21]([C:23]([N:25]([CH2:27][CH2:28][O:29][CH3:30])[CH3:26])=[O:24])[O:22][C:18]=2[C:17]([N:9]2[CH2:10][CH2:11][C@H:7]([NH:6][CH3:5])[CH2:8]2)=[C:16]([C:32]2[CH:33]=[CH:34][CH:35]=[CH:36][CH:37]=2)[C:15]=1[CH3:38])#[N:13]. Given the reactants CS(C)=O.[CH3:5][NH:6][C@H:7]1[CH2:11][CH2:10][NH:9][CH2:8]1.[C:12]([C:14]1[C:19]2[N:20]=[C:21]([C:23]([N:25]([CH2:27][CH2:28][O:29][CH3:30])[CH3:26])=[O:24])[O:22][C:18]=2[C:17](F)=[C:16]([C:32]2[CH:37]=[CH:36][CH:35]=[CH:34][CH:33]=2)[C:15]=1[CH3:38])#[N:13].C(N(CC)CC)C, predict the reaction product.